From a dataset of Forward reaction prediction with 1.9M reactions from USPTO patents (1976-2016). Predict the product of the given reaction. (1) The product is: [CH3:1][O:2][C:3]1[C:4]([N:19]2[CH2:24][CH2:23][O:22][CH2:21][CH2:20]2)=[N:5][C:6]([C:9]2[CH:10]=[C:11]([NH2:16])[C:12]([NH2:15])=[CH:13][CH:14]=2)=[N:7][CH:8]=1. Given the reactants [CH3:1][O:2][C:3]1[C:4]([N:19]2[CH2:24][CH2:23][O:22][CH2:21][CH2:20]2)=[N:5][C:6]([C:9]2[CH:14]=[CH:13][C:12]([NH2:15])=[C:11]([N+:16]([O-])=O)[CH:10]=2)=[N:7][CH:8]=1, predict the reaction product. (2) The product is: [Cl:29][C:25]1[CH:24]=[C:23]([CH:28]=[CH:27][CH:26]=1)[NH:22][C:18]1[N:17]=[C:16]([C:15]2[N:11]([CH2:10][CH2:9][NH:8][C:5](=[O:7])[CH3:6])[CH:12]=[N:13][CH:14]=2)[CH:21]=[CH:20][N:19]=1. Given the reactants C(O[C:5](=[O:7])[CH3:6])(=O)C.[NH2:8][CH2:9][CH2:10][N:11]1[C:15]([C:16]2[CH:21]=[CH:20][N:19]=[C:18]([NH:22][C:23]3[CH:28]=[CH:27][CH:26]=[C:25]([Cl:29])[CH:24]=3)[N:17]=2)=[CH:14][N:13]=[CH:12]1.N, predict the reaction product. (3) Given the reactants [Cl:1][C:2]1[N:7]=[CH:6][C:5]([C:8]([O:10][CH2:11][CH3:12])=[O:9])=[C:4]([NH:13][CH3:14])[C:3]=1[N+:15]([O-])=O.CCCCCC, predict the reaction product. The product is: [NH2:15][C:3]1[C:4]([NH:13][CH3:14])=[C:5]([C:8]([O:10][CH2:11][CH3:12])=[O:9])[CH:6]=[N:7][C:2]=1[Cl:1]. (4) The product is: [F:16][C:12]1[CH:13]=[CH:14][CH:15]=[C:10]([C:7]2[CH:8]=[CH:9][C:4]([CH2:3][NH:2][C:32](=[O:33])[CH2:31][CH2:30][CH2:29][OH:34])=[C:5]([F:21])[CH:6]=2)[C:11]=1[C:17]([O:19][CH3:20])=[O:18]. Given the reactants Cl.[NH2:2][CH2:3][C:4]1[CH:9]=[CH:8][C:7]([C:10]2[C:11]([C:17]([O:19][CH3:20])=[O:18])=[C:12]([F:16])[CH:13]=[CH:14][CH:15]=2)=[CH:6][C:5]=1[F:21].C(N(CC)CC)C.[C:29]1(=[O:34])[O:33][CH2:32][CH2:31][CH2:30]1, predict the reaction product. (5) Given the reactants [CH3:1][C:2]1[N:3]([CH2:15][CH2:16][C:17]([N:19]2[CH2:24][CH2:23][O:22][CH2:21][CH2:20]2)=[O:18])[C:4]2[C:13]3[CH:12]=[CH:11][CH:10]=[CH:9][C:8]=3[N:7]=[CH:6][C:5]=2[N:14]=1.C1C=C(Cl)C=C(C(OO)=O)C=1.[OH-].[NH4+:37].C1(C)C=CC(S(Cl)(=O)=O)=CC=1, predict the reaction product. The product is: [CH3:1][C:2]1[N:3]([CH2:15][CH2:16][C:17]([N:19]2[CH2:20][CH2:21][O:22][CH2:23][CH2:24]2)=[O:18])[C:4]2[C:13]3[CH:12]=[CH:11][CH:10]=[CH:9][C:8]=3[N:7]=[C:6]([NH2:37])[C:5]=2[N:14]=1. (6) Given the reactants C([O:8][C:9]1[CH:10]=[C:11]([CH:15]2[C:20]([CH3:22])([CH3:21])[O:19][C:18]([NH:23][C@H:24]([C:35]3[CH:40]=[CH:39][CH:38]=[CH:37][CH:36]=3)[CH2:25][CH2:26][O:27][Si:28]([C:31]([CH3:34])([CH3:33])[CH3:32])([CH3:30])[CH3:29])=[N:17][S:16]2(=[O:42])=[O:41])[CH:12]=[CH:13][CH:14]=1)C1C=CC=CC=1.C(N(CC)CC)C, predict the reaction product. The product is: [Si:28]([O:27][CH2:26][CH2:25][C@H:24]([NH:23][C:18]1[O:19][C:20]([CH3:22])([CH3:21])[CH:15]([C:11]2[CH:10]=[C:9]([OH:8])[CH:14]=[CH:13][CH:12]=2)[S:16](=[O:42])(=[O:41])[N:17]=1)[C:35]1[CH:36]=[CH:37][CH:38]=[CH:39][CH:40]=1)([C:31]([CH3:34])([CH3:32])[CH3:33])([CH3:30])[CH3:29].